This data is from Catalyst prediction with 721,799 reactions and 888 catalyst types from USPTO. The task is: Predict which catalyst facilitates the given reaction. (1) Reactant: [CH3:1][CH:2]([CH3:18])[CH2:3][CH2:4][N:5]([CH2:12][C:13]1[S:14][CH:15]=[CH:16][N:17]=1)[CH:6]1[CH2:11][CH2:10][NH:9][CH2:8][CH2:7]1.[ClH:19]. Product: [ClH:19].[ClH:19].[CH3:1][CH:2]([CH3:18])[CH2:3][CH2:4][N:5]([CH2:12][C:13]1[S:14][CH:15]=[CH:16][N:17]=1)[CH:6]1[CH2:7][CH2:8][NH:9][CH2:10][CH2:11]1. The catalyst class is: 10. (2) Reactant: C(OC([N:11]1[CH2:16][CH2:15][CH2:14][C@H:13]([C:17](=[O:33])[NH:18][C:19]2[CH:24]=[C:23]([C:25]3[CH:30]=[CH:29][CH:28]=[CH:27][C:26]=3[O:31][CH3:32])[N:22]=[CH:21][N:20]=2)[CH2:12]1)=O)C1C=CC=CC=1. Product: [CH3:32][O:31][C:26]1[CH:27]=[CH:28][CH:29]=[CH:30][C:25]=1[C:23]1[N:22]=[CH:21][N:20]=[C:19]([NH:18][C:17]([C@H:13]2[CH2:14][CH2:15][CH2:16][NH:11][CH2:12]2)=[O:33])[CH:24]=1. The catalyst class is: 293. (3) Reactant: [CH2:1]([O:3][C:4]1[CH:29]=[CH:28][C:7]([CH2:8][C:9]2[N:13]([CH2:14][CH2:15][N:16]([CH2:19][CH3:20])[CH2:17][CH3:18])[C:12]3[CH:21]=[CH:22][C:23]([N+:25]([O-])=O)=[CH:24][C:11]=3[N:10]=2)=[CH:6][CH:5]=1)[CH3:2].Br.C(S[C:39]([C:41]1[O:42][CH:43]=[CH:44][CH:45]=1)=[NH:40])C1C=CC=CC=1. Product: [CH2:17]([N:16]([CH2:19][CH3:20])[CH2:15][CH2:14][N:13]1[C:12]2[CH:21]=[CH:22][C:23]([NH:25][C:39]([C:41]3[O:42][CH:43]=[CH:44][CH:45]=3)=[NH:40])=[CH:24][C:11]=2[N:10]=[C:9]1[CH2:8][C:7]1[CH:28]=[CH:29][C:4]([O:3][CH2:1][CH3:2])=[CH:5][CH:6]=1)[CH3:18]. The catalyst class is: 27. (4) Reactant: C[O:2][C:3]([C@@H:5]1[C@H:9]([O:10][Si:11]([C:14]([CH3:17])([CH3:16])[CH3:15])([CH3:13])[CH3:12])[CH2:8][CH2:7][N:6]1[C:18]([O:20][C:21]([CH3:24])([CH3:23])[CH3:22])=[O:19])=O.[Li+].[B-](CC)(CC)CC. Product: [C:21]([O:20][C:18]([N:6]1[CH2:7][CH2:8][C@@H:9]([O:10][Si:11]([C:14]([CH3:17])([CH3:16])[CH3:15])([CH3:13])[CH3:12])[C@H:5]1[CH2:3][OH:2])=[O:19])([CH3:24])([CH3:23])[CH3:22]. The catalyst class is: 1. (5) Reactant: [F:1][C@@H:2]1[C@H:6]([CH:7]=[O:8])[CH2:5][N:4]([C:9]([O:11][CH2:12][C:13]2[CH:18]=[CH:17][CH:16]=[CH:15][CH:14]=2)=[O:10])[CH2:3]1.[BH4-].[Na+].Cl. Product: [F:1][C@@H:2]1[C@H:6]([CH2:7][OH:8])[CH2:5][N:4]([C:9]([O:11][CH2:12][C:13]2[CH:18]=[CH:17][CH:16]=[CH:15][CH:14]=2)=[O:10])[CH2:3]1. The catalyst class is: 2. (6) Reactant: CCN=C=NCCCN(C)C.Cl.[Br:13][C:14]1[CH:15]=[C:16]([NH2:21])[C:17]([NH2:20])=[CH:18][CH:19]=1.[C:22]([O:26][C:27]([N:29]1[C@H:34]([C:35](O)=O)[CH2:33][C@@H:32]2[C@H:30]1[CH2:31]2)=[O:28])([CH3:25])([CH3:24])[CH3:23].ON1C2C=CC=CC=2N=N1. Product: [Br:13][C:14]1[CH:19]=[CH:18][C:17]2[N:20]=[C:35]([C@@H:34]3[CH2:33][C@@H:32]4[C@@H:30]([CH2:31]4)[N:29]3[C:27]([O:26][C:22]([CH3:23])([CH3:25])[CH3:24])=[O:28])[NH:21][C:16]=2[CH:15]=1. The catalyst class is: 322.